From a dataset of Drug-target binding data from BindingDB using Kd measurements. Regression. Given a target protein amino acid sequence and a drug SMILES string, predict the binding affinity score between them. We predict pKd (pKd = -log10(Kd in M); higher means stronger binding). Dataset: bindingdb_kd. (1) The small molecule is CS(=O)(=O)CCNCc1ccc(-c2ccc3ncnc(Nc4ccc(OCc5cccc(F)c5)c(Cl)c4)c3c2)o1. The target protein (O76039) has sequence MKIPNIGNVMNKFEILGVVGEGAYGVVLKCRHKETHEIVAIKKFKDSEENEEVKETTLRELKMLRTLKQENIVELKEAFRRRGKLYLVFEYVEKNMLELLEEMPNGVPPEKVKSYIYQLIKAIHWCHKNDIVHRDIKPENLLISHNDVLKLCDFGFARNLSEGNNANYTEYVATRWYRSPELLLGAPYGKSVDMWSVGCILGELSDGQPLFPGESEIDQLFTIQKVLGPLPSEQMKLFYSNPRFHGLRFPAVNHPQSLERRYLGILNSVLLDLMKNLLKLDPADRYLTEQCLNHPTFQTQRLLDRSPSRSAKRKPYHVESSTLSNRNQAGKSTALQSHHRSNSKDIQNLSVGLPRADEGLPANESFLNGNLAGASLSPLHTKTYQASSQPGSTSKDLTNNNIPHLLSPKEAKSKTEFDFNIDPKPSEGPGTKYLKSNSRSQQNRHSFMESSQSKAGTLQPNEKQSRHSYIDTIPQSSRSPSYRTKAKSHGALSDSKSVSN.... The pKd is 5.0. (2) The compound is Cc1[nH]c(/C=C2\C(=O)Nc3ccc(F)cc32)c(C)c1C(=O)NC[C@H](O)CN1CCOCC1. The target protein (O15146) has sequence MRELVNIPLVHILTLVAFSGTEKLPKAPVITTPLETVDALVEEVATFMCAVESYPQPEISWTRNKILIKLFDTRYSIRENGQLLTILSVEDSDDGIYCCTANNGVGGAVESCGALQVKMKPKITRPPINVKIIEGLKAVLPCTTMGNPKPSVSWIKGDSPLRENSRIAVLESGSLRIHNVQKEDAGQYRCVAKNSLGTAYSKVVKLEVEVFARILRAPESHNVTFGSFVTLHCTATGIPVPTITWIENGNAVSSGSIQESVKDRVIDSRLQLFITKPGLYTCIATNKHGEKFSTAKAAATISIAEWSKPQKDNKGYCAQYRGEVCNAVLAKDALVFLNTSYADPEEAQELLVHTAWNELKVVSPVCRPAAEALLCNHIFQECSPGVVPTPIPICREYCLAVKELFCAKEWLVMEEKTHRGLYRSEMHLLSVPECSKLPSMHWDPTACARLPHLDYNKENLKTFPPMTSSKPSVDIPNLPSSSSSSFSVSPTYSMTVIISI.... The pKd is 7.0.